From a dataset of Peptide-MHC class I binding affinity with 185,985 pairs from IEDB/IMGT. Regression. Given a peptide amino acid sequence and an MHC pseudo amino acid sequence, predict their binding affinity value. This is MHC class I binding data. (1) The peptide sequence is RTSKASLER. The MHC is HLA-B53:01 with pseudo-sequence HLA-B53:01. The binding affinity (normalized) is 0.0206. (2) The peptide sequence is KMITQRTI. The MHC is H-2-Kb with pseudo-sequence H-2-Kb. The binding affinity (normalized) is 0.404. (3) The peptide sequence is EGNLAQGFR. The MHC is HLA-A31:01 with pseudo-sequence HLA-A31:01. The binding affinity (normalized) is 0.0847. (4) The peptide sequence is RVGIYFGMK. The MHC is HLA-B18:01 with pseudo-sequence HLA-B18:01. The binding affinity (normalized) is 0.0847. (5) The peptide sequence is YRSDIVGTY. The binding affinity (normalized) is 0.0847. The MHC is HLA-B58:01 with pseudo-sequence HLA-B58:01. (6) The peptide sequence is AYSFLPGVY. The MHC is HLA-A30:02 with pseudo-sequence HLA-A30:02. The binding affinity (normalized) is 1.00. (7) The peptide sequence is YGPDVEVNV. The MHC is HLA-B15:17 with pseudo-sequence HLA-B15:17. The binding affinity (normalized) is 0.0847.